Dataset: Forward reaction prediction with 1.9M reactions from USPTO patents (1976-2016). Task: Predict the product of the given reaction. (1) Given the reactants Br[C:2]1[CH:3]=[C:4]([OH:10])[C:5]([O:8][CH3:9])=[CH:6][CH:7]=1.[Li]C(C)(C)C.[F:16][C:17]1[CH:24]=[CH:23][CH:22]=[C:21]([F:25])[C:18]=1[CH:19]=[O:20].C(=O)=O, predict the reaction product. The product is: [F:16][C:17]1[CH:24]=[CH:23][CH:22]=[C:21]([F:25])[C:18]=1[CH:19]([C:7]1[CH:2]=[CH:3][C:4]([OH:10])=[C:5]([O:8][CH3:9])[CH:6]=1)[OH:20]. (2) Given the reactants [C:1]([O:5][C:6](=[O:26])[NH:7][C:8]1[CH2:9][O:10][CH2:11][C@:12]([C:17]2[CH:22]=[C:21]([NH2:23])[CH:20]=[C:19]([F:24])[C:18]=2[F:25])([CH:14]([F:16])[F:15])[N:13]=1)([CH3:4])([CH3:3])[CH3:2].[C:27]([C:29]1[CH:30]=[C:31]([CH3:38])[C:32]([C:35](O)=[O:36])=[N:33][CH:34]=1)#[N:28].C1C=NC2N(O)N=NC=2C=1.C(Cl)CCl, predict the reaction product. The product is: [C:1]([O:5][C:6](=[O:26])[NH:7][C:8]1[CH2:9][O:10][CH2:11][C@:12]([C:17]2[CH:22]=[C:21]([NH:23][C:35]([C:32]3[C:31]([CH3:38])=[CH:30][C:29]([C:27]#[N:28])=[CH:34][N:33]=3)=[O:36])[CH:20]=[C:19]([F:24])[C:18]=2[F:25])([CH:14]([F:15])[F:16])[N:13]=1)([CH3:4])([CH3:2])[CH3:3]. (3) Given the reactants FC(F)(F)C(O)=O.[NH2:8][CH2:9][CH2:10][C:11]1[S:15]/[C:14](=[N:16]\[S:17]([C:20]2[CH:29]=[CH:28][CH:27]=[CH:26][C:21]=2[C:22]([O:24][CH3:25])=[O:23])(=[O:19])=[O:18])/[N:13]([CH2:30][C:31]2[C:40]3[C:35](=[CH:36][CH:37]=[CH:38][CH:39]=3)[CH:34]=[CH:33][CH:32]=2)[CH:12]=1.[N:41]1[CH:46]=[CH:45][C:44]([C:47](O)=[O:48])=[CH:43][CH:42]=1.C(OC(NCCC1S/C(=N\S(C2C=CC=CC=2C(OC)=O)(=O)=O)/N(CC2C3C(=CC=CC=3)C=CC=2)C=1)=O)(C)(C)C, predict the reaction product. The product is: [C:47]([NH:8][CH2:9][CH2:10][C:11]1[S:15]/[C:14](=[N:16]\[S:17]([C:20]2[CH:29]=[CH:28][CH:27]=[CH:26][C:21]=2[C:22]([O:24][CH3:25])=[O:23])(=[O:18])=[O:19])/[N:13]([CH2:30][C:31]2[C:40]3[C:35](=[CH:36][CH:37]=[CH:38][CH:39]=3)[CH:34]=[CH:33][CH:32]=2)[CH:12]=1)(=[O:48])[C:44]1[CH:45]=[CH:46][N:41]=[CH:42][CH:43]=1. (4) The product is: [O:50]=[C:48]1[NH:47][C:46](=[O:51])[CH:45]([CH2:44][C:43]2[CH:42]=[CH:41][C:40]([O:39][CH2:38][C:36]3[N:35]([CH3:54])[C:34]4[CH:55]=[C:30]([O:29][C:28]5[CH:56]=[CH:57][C:25]([NH:24][C:19]([CH:14]6[CH2:15][CH2:16][CH2:17][CH2:18]6)=[O:21])=[CH:26][CH:27]=5)[CH:31]=[CH:32][C:33]=4[N:37]=3)=[CH:53][CH:52]=2)[S:49]1. Given the reactants C(N(CC)CC)C.ClC(OCC)=O.[CH:14]1([C:19]([OH:21])=O)[CH2:18][CH2:17][CH2:16][CH2:15]1.Cl.Cl.[NH2:24][C:25]1[CH:57]=[CH:56][C:28]([O:29][C:30]2[CH:31]=[CH:32][C:33]3[N:37]=[C:36]([CH2:38][O:39][C:40]4[CH:53]=[CH:52][C:43]([CH2:44][CH:45]5[S:49][C:48](=[O:50])[NH:47][C:46]5=[O:51])=[CH:42][CH:41]=4)[N:35]([CH3:54])[C:34]=3[CH:55]=2)=[CH:27][CH:26]=1, predict the reaction product. (5) Given the reactants [NH2:1][C@@H:2]([CH3:19])[CH2:3][N:4]1[CH:8]=[CH:7][C:6]([C:9]2[CH:16]=[CH:15][C:12]([C:13]#[N:14])=[C:11]([Cl:17])[C:10]=2[F:18])=[N:5]1.[N:20]1[CH:25]=[CH:24][CH:23]=[C:22]([C:26]2[N:30]=[C:29]([C:31](O)=[O:32])[O:28][N:27]=2)[CH:21]=1.C1C=CC2N(O)N=NC=2C=1.CCN(C(C)C)C(C)C.CCN=C=NCCCN(C)C, predict the reaction product. The product is: [Cl:17][C:11]1[C:10]([F:18])=[C:9]([C:6]2[CH:7]=[CH:8][N:4]([CH2:3][C@@H:2]([NH:1][C:31]([C:29]3[O:28][N:27]=[C:26]([C:22]4[CH:21]=[N:20][CH:25]=[CH:24][CH:23]=4)[N:30]=3)=[O:32])[CH3:19])[N:5]=2)[CH:16]=[CH:15][C:12]=1[C:13]#[N:14]. (6) Given the reactants [CH2:1]([NH:3][C:4]1[C:9]([CH:10]=O)=[CH:8][N:7]=[C:6]([S:12][CH3:13])[N:5]=1)[CH3:2].[Br:14][C:15]1[CH:20]=[CH:19][C:18]([CH2:21][C:22]([O:24]CC)=O)=[C:17]([Cl:27])[CH:16]=1.C(=O)([O-])[O-].[Cs+].[Cs+].C(OCC)(=O)C, predict the reaction product. The product is: [Br:14][C:15]1[CH:20]=[CH:19][C:18]([C:21]2[C:22](=[O:24])[N:3]([CH2:1][CH3:2])[C:4]3[N:5]=[C:6]([S:12][CH3:13])[N:7]=[CH:8][C:9]=3[CH:10]=2)=[C:17]([Cl:27])[CH:16]=1. (7) Given the reactants Cl[C:2]1[CH:11]=[CH:10][C:9]2[C:4](=[CH:5][CH:6]=[C:7]([O:12]C)[CH:8]=2)[N:3]=1.C[O:15][C:16]([C:18]1[CH:23]=[CH:22][C:21](B(O)O)=[CH:20][CH:19]=1)=[O:17], predict the reaction product. The product is: [OH:12][C:7]1[CH:8]=[C:9]2[C:4](=[CH:5][CH:6]=1)[N:3]=[C:2]([C:21]1[CH:22]=[CH:23][C:18]([C:16]([OH:17])=[O:15])=[CH:19][CH:20]=1)[CH:11]=[CH:10]2. (8) Given the reactants [CH3:1][C:2]1[C:11]2[C:6](=[CH:7][CH:8]=[CH:9][CH:10]=2)[CH:5]=[CH:4][N:3]=1.[Li+].CC([N-]C(C)C)C.I[CH2:21][CH:22]1[CH2:27][CH2:26][N:25]([C:28]([O:30][C:31]([CH3:34])([CH3:33])[CH3:32])=[O:29])[CH2:24][CH2:23]1, predict the reaction product. The product is: [C:2]1([CH2:1][CH2:21][CH:22]2[CH2:27][CH2:26][N:25]([C:28]([O:30][C:31]([CH3:32])([CH3:34])[CH3:33])=[O:29])[CH2:24][CH2:23]2)[C:11]2[C:6](=[CH:7][CH:8]=[CH:9][CH:10]=2)[CH:5]=[CH:4][N:3]=1. (9) Given the reactants [CH:1]([N:4]1[C:8]2[C:9](=[O:25])[NH:10][C:11]3([CH2:17][CH2:16][N:15](C(OC(C)(C)C)=O)[CH2:14][CH2:13]3)[CH2:12][C:7]=2[CH:6]=[N:5]1)([CH3:3])[CH3:2].Cl.CO, predict the reaction product. The product is: [CH:1]([N:4]1[C:8]2[C:9](=[O:25])[NH:10][C:11]3([CH2:17][CH2:16][NH:15][CH2:14][CH2:13]3)[CH2:12][C:7]=2[CH:6]=[N:5]1)([CH3:3])[CH3:2]. (10) Given the reactants [O:1]=[C:2]1[C:10]2[CH2:9][CH2:8][CH2:7][CH2:6][C:5]=2[C:4](=[O:11])[N:3]1[CH2:12][CH:13]([C:19]1([CH3:24])OCC[O:20]1)[C:14]([O:16][CH2:17][CH3:18])=[O:15].O.C1(C)C=CC(S(O)(=O)=O)=CC=1, predict the reaction product. The product is: [O:1]=[C:2]1[C:10]2[CH2:9][CH2:8][CH2:7][CH2:6][C:5]=2[C:4](=[O:11])[N:3]1[CH2:12][CH:13]([C:19](=[O:20])[CH3:24])[C:14]([O:16][CH2:17][CH3:18])=[O:15].